From a dataset of Full USPTO retrosynthesis dataset with 1.9M reactions from patents (1976-2016). Predict the reactants needed to synthesize the given product. (1) Given the product [F:1][C:2]([F:29])([F:30])[CH2:3][O:4][C:5]1[CH:6]=[C:7]([C:21]2([C:25]([OH:27])=[O:26])[CH2:24][CH2:23][CH2:22]2)[CH:8]=[C:9]([C:11]2[CH:16]=[CH:15][C:14]([C:17]([F:18])([F:19])[F:20])=[CH:13][CH:12]=2)[CH:10]=1, predict the reactants needed to synthesize it. The reactants are: [F:1][C:2]([F:30])([F:29])[CH2:3][O:4][C:5]1[CH:6]=[C:7]([C:21]2([C:25]([O:27]C)=[O:26])[CH2:24][CH2:23][CH2:22]2)[CH:8]=[C:9]([C:11]2[CH:16]=[CH:15][C:14]([C:17]([F:20])([F:19])[F:18])=[CH:13][CH:12]=2)[CH:10]=1.O.[OH-].[Li+]. (2) Given the product [C:67]([O:66][C@@H:60]([C:26]1[C:25]([CH3:71])=[N:24][C:23]2[N:22]([N:21]=[C:20]([CH2:19][CH2:18][CH2:17][C:10]3[CH:11]=[C:12]([F:16])[C:13]([F:15])=[CH:14][C:9]=3[OH:8])[CH:72]=2)[C:27]=1[N:28]1[CH2:33][CH2:32][C:31]([O:35][CH2:36][CH2:37][CH2:38][CH2:39][C@H:40]([OH:42])[CH3:41])([CH3:34])[CH2:30][CH2:29]1)[C:61]([O:63][CH2:64][CH3:65])=[O:62])([CH3:68])([CH3:69])[CH3:70], predict the reactants needed to synthesize it. The reactants are: C([O:8][C:9]1[CH:14]=[C:13]([F:15])[C:12]([F:16])=[CH:11][C:10]=1[CH2:17][CH:18]=[CH:19][C:20]1[CH:72]=[C:23]2[N:24]=[C:25]([CH3:71])[C:26]([C@H:60]([O:66][C:67]([CH3:70])([CH3:69])[CH3:68])[C:61]([O:63][CH2:64][CH3:65])=[O:62])=[C:27]([N:28]3[CH2:33][CH2:32][C:31]([O:35][CH2:36][CH2:37][CH2:38][CH2:39][C@H:40]([O:42][Si](C(C)(C)C)(C4C=CC=CC=4)C4C=CC=CC=4)[CH3:41])([CH3:34])[CH2:30][CH2:29]3)[N:22]2[N:21]=1)C1C=CC=CC=1.[H][H].CCCC[N+](CCCC)(CCCC)CCCC.[F-]. (3) Given the product [Si:1]([O:18][CH2:19][C:20]1[N:21]=[C:22]([CH:45]([OH:46])[C:43]2[CH:42]=[CH:41][C:38]([C:39]#[N:40])=[C:37]([F:36])[CH:44]=2)[C:23]([F:35])=[C:24]([Cl:34])[C:25]=1[N:26]1[CH2:31][C@H:30]([CH3:32])[O:29][C@H:28]([CH3:33])[CH2:27]1)([C:14]([CH3:17])([CH3:15])[CH3:16])([C:8]1[CH:13]=[CH:12][CH:11]=[CH:10][CH:9]=1)[C:2]1[CH:3]=[CH:4][CH:5]=[CH:6][CH:7]=1, predict the reactants needed to synthesize it. The reactants are: [Si:1]([O:18][CH2:19][C:20]1[C:25]([N:26]2[CH2:31][C@H:30]([CH3:32])[O:29][C@H:28]([CH3:33])[CH2:27]2)=[C:24]([Cl:34])[C:23]([F:35])=[CH:22][N:21]=1)([C:14]([CH3:17])([CH3:16])[CH3:15])([C:8]1[CH:13]=[CH:12][CH:11]=[CH:10][CH:9]=1)[C:2]1[CH:7]=[CH:6][CH:5]=[CH:4][CH:3]=1.[F:36][C:37]1[CH:44]=[C:43]([CH:45]=[O:46])[CH:42]=[CH:41][C:38]=1[C:39]#[N:40]. (4) Given the product [OH:29][C:4]1[C:13](=[O:14])[C:12]2[C:7](=[CH:8][CH:9]=[C:10]([C:15]([O:17][CH2:18][CH3:19])=[O:16])[CH:11]=2)[N:6]([CH3:20])[CH:5]=1, predict the reactants needed to synthesize it. The reactants are: C([C:4]1[C:13](=[O:14])[C:12]2[C:7](=[CH:8][CH:9]=[C:10]([C:15]([O:17][CH2:18][CH3:19])=[O:16])[CH:11]=2)[N:6]([CH3:20])[CH:5]=1)(=O)C.ClC1C=CC=C(C(OO)=[O:29])C=1. (5) Given the product [Cl:33][C:29]1[CH:28]=[C:27]([C@H:25]([OH:26])[CH2:24][NH:23][C:3]2[CH:8]=[CH:7][NH:6][C:5](=[O:9])[C:4]=2[C:10]2[NH:21][C:20]3[CH:19]=[C:18]4[C:14]([CH:15]=[N:16][NH:17]4)=[CH:13][C:12]=3[N:11]=2)[CH:32]=[CH:31][CH:30]=1, predict the reactants needed to synthesize it. The reactants are: Cl.Cl[C:3]1[CH:8]=[CH:7][NH:6][C:5](=[O:9])[C:4]=1[C:10]1[NH:21][C:20]2[CH:19]=[C:18]3[C:14]([CH:15]=[N:16][NH:17]3)=[CH:13][C:12]=2[N:11]=1.Cl.[NH2:23][CH2:24][C@H:25]([C:27]1[CH:32]=[CH:31][CH:30]=[C:29]([Cl:33])[CH:28]=1)[OH:26].CN1CCOCC1.